From a dataset of Forward reaction prediction with 1.9M reactions from USPTO patents (1976-2016). Predict the product of the given reaction. Given the reactants [CH3:1][O:2][C:3]1[CH:4]=[C:5]([CH:12]=[CH:13][C:14]=1[N+:15]([O-])=O)[CH2:6][CH:7]([CH2:10][OH:11])[CH2:8][OH:9], predict the reaction product. The product is: [NH2:15][C:14]1[CH:13]=[CH:12][C:5]([CH2:6][CH:7]([CH2:8][OH:9])[CH2:10][OH:11])=[CH:4][C:3]=1[O:2][CH3:1].